The task is: Predict the product of the given reaction.. This data is from Forward reaction prediction with 1.9M reactions from USPTO patents (1976-2016). (1) The product is: [Cl:15][C:16]1[CH:23]=[C:22]([Cl:24])[CH:21]=[CH:20][C:17]=1[CH2:18][N:19]1[C:11]2[CH2:10][CH2:9][NH:8][CH2:13][C:12]=2[C:29]([C:30]2[CH:35]=[CH:34][CH:33]=[CH:32][CH:31]=2)=[CH:28]1. Given the reactants C(OC([N:8]1[CH2:13][CH2:12][C:11](=O)[CH2:10][CH2:9]1)=O)(C)(C)C.[Cl:15][C:16]1[CH:23]=[C:22]([Cl:24])[CH:21]=[CH:20][C:17]=1[CH2:18][NH2:19].[N+]([CH:28]=[CH:29][C:30]1[CH:35]=[CH:34][CH:33]=[CH:32][CH:31]=1)([O-])=O, predict the reaction product. (2) The product is: [C:1]([O:5][C:6]([N:8]1[CH2:12][C@@H:11]([CH2:13][N:14]([CH3:15])[C:56]([CH:54]2[C:53]3[C:48](=[CH:49][CH:50]=[CH:51][CH:52]=3)[NH:47][C:46](=[O:45])[CH2:55]2)=[O:58])[C@H:10]([CH2:16][CH:17]2[CH2:18][CH2:19][CH2:20][CH2:21][CH2:22]2)[CH2:9]1)=[O:7])([CH3:4])([CH3:2])[CH3:3]. Given the reactants [C:1]([O:5][C:6]([N:8]1[CH2:12][C@@H:11]([CH2:13][NH:14][CH3:15])[C@H:10]([CH2:16][CH:17]2[CH2:22][CH2:21][CH2:20][CH2:19][CH2:18]2)[CH2:9]1)=[O:7])([CH3:4])([CH3:3])[CH3:2].C1N(P(Cl)(N2C(=O)OCC2)=O)C(=O)OC1.CCN(CC)CC.[O:45]=[C:46]1[CH2:55][CH:54]([C:56]([OH:58])=O)[C:53]2[C:48](=[CH:49][CH:50]=[CH:51][CH:52]=2)[NH:47]1, predict the reaction product. (3) The product is: [OH:31][C:30]1[CH:29]=[CH:28][C:5]([CH2:6][N:7]2[C:11]3=[N:12][CH:13]=[C:14]([C:16]4[CH:17]=[N:18][N:19]([CH3:21])[CH:20]=4)[CH:15]=[C:10]3[N:9]=[C:8]2[NH:22][C:23](=[O:27])[O:24][CH2:25][CH3:26])=[CH:4][C:3]=1[O:2][CH3:1]. Given the reactants [CH3:1][O:2][C:3]1[CH:4]=[C:5]([CH:28]=[CH:29][C:30]=1[O:31]CC1C=CC(OC)=CC=1)[CH2:6][N:7]1[C:11]2=[N:12][CH:13]=[C:14]([C:16]3[CH:17]=[N:18][N:19]([CH3:21])[CH:20]=3)[CH:15]=[C:10]2[N:9]=[C:8]1[NH:22][C:23](=[O:27])[O:24][CH2:25][CH3:26].FC(F)(F)C(O)=O.C(=O)([O-])[O-].[K+].[K+], predict the reaction product.